This data is from Catalyst prediction with 721,799 reactions and 888 catalyst types from USPTO. The task is: Predict which catalyst facilitates the given reaction. (1) The catalyst class is: 5. Reactant: [O:1]1[CH:5]=[CH:4][N:3]=[C:2]1[C:6]1[N:11]=[C:10]2[CH2:12][CH2:13][CH2:14][C:9]2=[C:8]([NH:15][C:16]2[CH:21]=[CH:20][C:19]([CH2:22][C:23]([O:25]CC)=O)=[CH:18][CH:17]=2)[CH:7]=1.[NH3:28]. Product: [O:1]1[CH:5]=[CH:4][N:3]=[C:2]1[C:6]1[N:11]=[C:10]2[CH2:12][CH2:13][CH2:14][C:9]2=[C:8]([NH:15][C:16]2[CH:21]=[CH:20][C:19]([CH2:22][C:23]([NH2:28])=[O:25])=[CH:18][CH:17]=2)[CH:7]=1. (2) Reactant: [NH2:1][C:2]1[CH:7]=[CH:6][C:5]([Br:8])=[CH:4][C:3]=1[C:9]#[C:10][CH:11]1[CH2:15][CH2:14][N:13]([C:16]([O:18][C:19]([CH3:22])([CH3:21])[CH3:20])=[O:17])[CH2:12]1.[CH3:23]C([O-])(C)C.[K+].CI.Cl. Product: [Br:8][C:5]1[CH:4]=[C:3]2[C:2](=[CH:7][CH:6]=1)[N:1]([CH3:23])[C:10]([CH:11]1[CH2:15][CH2:14][N:13]([C:16]([O:18][C:19]([CH3:22])([CH3:21])[CH3:20])=[O:17])[CH2:12]1)=[CH:9]2. The catalyst class is: 179. (3) Reactant: [NH2:1][CH2:2][CH:3]([C:5]1[CH:10]=[CH:9][CH:8]=[CH:7][CH:6]=1)[CH3:4].C(N(CC)CC)C.[C:18](Cl)(=[O:25])[C:19]1[CH:24]=[CH:23][CH:22]=[CH:21][CH:20]=1. Product: [C:5]1([CH:3]([CH3:4])[CH2:2][NH:1][C:18](=[O:25])[C:19]2[CH:24]=[CH:23][CH:22]=[CH:21][CH:20]=2)[CH:10]=[CH:9][CH:8]=[CH:7][CH:6]=1. The catalyst class is: 22. (4) Reactant: [C:1]1([C:7](=[NH:9])[NH2:8])[CH:6]=[CH:5][CH:4]=[CH:3][CH:2]=1.Br[CH2:11][C:12]([C:14]1[CH:21]=[CH:20][C:17]([C:18]#[N:19])=[CH:16][CH:15]=1)=O.C(=O)(O)[O-].[Na+].O. Product: [C:1]1([C:7]2[NH:9][CH:11]=[C:12]([C:14]3[CH:21]=[CH:20][C:17]([C:18]#[N:19])=[CH:16][CH:15]=3)[N:8]=2)[CH:6]=[CH:5][CH:4]=[CH:3][CH:2]=1. The catalyst class is: 1. (5) Reactant: [CH:1]12[CH2:7][CH:4]([CH2:5][CH2:6]1)[CH2:3][CH:2]2[C:8]([OH:10])=O.[CH2:11]([O:13][C:14]([C:16]1([NH2:25])[CH2:24][C:23]2[C:18](=[CH:19][CH:20]=[CH:21][CH:22]=2)[CH2:17]1)=[O:15])[CH3:12].CN(C(ON1N=NC2C=CC=NC1=2)=[N+](C)C)C.F[P-](F)(F)(F)(F)F.CCN(C(C)C)C(C)C. Product: [CH2:11]([O:13][C:14]([C:16]1([NH:25][C:8]([CH:2]2[CH2:3][CH:4]3[CH2:7][CH:1]2[CH2:6][CH2:5]3)=[O:10])[CH2:24][C:23]2[C:18](=[CH:19][CH:20]=[CH:21][CH:22]=2)[CH2:17]1)=[O:15])[CH3:12]. The catalyst class is: 18. (6) Reactant: [CH3:1][O:2][C:3]1[CH:4]=[C:5](B(O)O)[CH:6]=[CH:7][CH:8]=1.Br[C:13]1[CH:14]=[C:15]([CH:19]([CH:26]2[CH2:28][CH2:27]2)[NH:20][S:21]([CH2:24][CH3:25])(=[O:23])=[O:22])[CH:16]=[N:17][CH:18]=1.C([O-])([O-])=O.[Na+].[Na+]. Product: [CH:26]1([CH:19]([C:15]2[CH:16]=[N:17][CH:18]=[C:13]([C:8]3[CH:7]=[CH:6][CH:5]=[CH:4][C:3]=3[O:2][CH3:1])[CH:14]=2)[NH:20][S:21]([CH2:24][CH3:25])(=[O:23])=[O:22])[CH2:28][CH2:27]1. The catalyst class is: 233. (7) Reactant: [CH:1]([C:4]1[C:12]2[C:7](=[CH:8][CH:9]=[C:10]([O:13][C:14]3[C:19]([CH3:20])=[CH:18][C:17]([NH:21][C:22](=[O:28])[CH2:23][C:24]([O:26]C)=[O:25])=[CH:16][C:15]=3[CH3:29])[CH:11]=2)[NH:6][CH:5]=1)([CH3:3])[CH3:2].[OH-].[Na+]. Product: [CH:1]([C:4]1[C:12]2[C:7](=[CH:8][CH:9]=[C:10]([O:13][C:14]3[C:19]([CH3:20])=[CH:18][C:17]([NH:21][C:22](=[O:28])[CH2:23][C:24]([OH:26])=[O:25])=[CH:16][C:15]=3[CH3:29])[CH:11]=2)[NH:6][CH:5]=1)([CH3:3])[CH3:2]. The catalyst class is: 8. (8) Reactant: [CH:1]([N:4]([CH3:25])[C@@H:5]1[CH2:10][CH2:9][C@H:8]([NH:11]C(=O)OCC2C=CC=CC=2)[C@H:7]([CH2:22][O:23][CH3:24])[CH2:6]1)([CH3:3])[CH3:2].C(OCC)C. Product: [CH:1]([N:4]([CH3:25])[C@@H:5]1[CH2:10][CH2:9][C@H:8]([NH2:11])[C@H:7]([CH2:22][O:23][CH3:24])[CH2:6]1)([CH3:3])[CH3:2]. The catalyst class is: 570. (9) Reactant: [CH:1]1[C:13]2[CH:12]([CH2:14][O:15][C:16]([NH:18][C@@H:19]([CH:77]([CH3:79])[CH3:78])[C:20]([NH:22][C@@H:23]([CH3:76])[C:24]([NH:26][C:27]3[CH:32]=[CH:31][C:30]([C:33]4[CH2:34][CH:35]5[C@H:41]([O:42][Si:43]([C:46]([CH3:49])([CH3:48])[CH3:47])([CH3:45])[CH3:44])[N:40]([C:50]([O:52][C:53]([CH3:56])([CH3:55])[CH3:54])=[O:51])[C:39]6[CH:57]=[C:58]([O:63][Si](C(C)C)(C(C)C)C(C)C)[C:59]([O:61][CH3:62])=[CH:60][C:38]=6[C:37](=[O:74])[N:36]5[CH:75]=4)=[CH:29][CH:28]=3)=[O:25])=[O:21])=[O:17])[C:11]3[C:6](=[CH:7][CH:8]=[CH:9][CH:10]=3)[C:5]=2[CH:4]=[CH:3][CH:2]=1.[Li]OC(C)=O. Product: [CH:10]1[C:11]2[CH:12]([CH2:14][O:15][C:16]([NH:18][C@@H:19]([CH:77]([CH3:79])[CH3:78])[C:20]([NH:22][C@@H:23]([CH3:76])[C:24]([NH:26][C:27]3[CH:28]=[CH:29][C:30]([C:33]4[CH2:34][CH:35]5[C@H:41]([O:42][Si:43]([C:46]([CH3:47])([CH3:48])[CH3:49])([CH3:45])[CH3:44])[N:40]([C:50]([O:52][C:53]([CH3:55])([CH3:56])[CH3:54])=[O:51])[C:39]6[CH:57]=[C:58]([OH:63])[C:59]([O:61][CH3:62])=[CH:60][C:38]=6[C:37](=[O:74])[N:36]5[CH:75]=4)=[CH:31][CH:32]=3)=[O:25])=[O:21])=[O:17])[C:13]3[C:5](=[CH:4][CH:3]=[CH:2][CH:1]=3)[C:6]=2[CH:7]=[CH:8][CH:9]=1. The catalyst class is: 31. (10) Reactant: C(OC([NH:8][C@@H:9]([CH2:25][C:26]1[CH:31]=[CH:30][C:29]([OH:32])=[C:28]([OH:33])[CH:27]=1)[C:10]([O:12][CH2:13][C@H:14]([O:16][C:17]([C:19]1[CH:24]=[CH:23][CH:22]=[CH:21][CH:20]=1)=[O:18])[CH3:15])=[O:11])=O)(C)(C)C.[ClH:34]. Product: [ClH:34].[NH2:8][C@@H:9]([CH2:25][C:26]1[CH:31]=[CH:30][C:29]([OH:32])=[C:28]([OH:33])[CH:27]=1)[C:10]([O:12][CH2:13][C@H:14]([O:16][C:17]([C:19]1[CH:24]=[CH:23][CH:22]=[CH:21][CH:20]=1)=[O:18])[CH3:15])=[O:11]. The catalyst class is: 12.